Dataset: Catalyst prediction with 721,799 reactions and 888 catalyst types from USPTO. Task: Predict which catalyst facilitates the given reaction. (1) The catalyst class is: 4. Reactant: [C:1](OC(=O)C)(=[O:3])[CH3:2].[CH2:8]([O:15][C:16]([N:18]1[CH2:23][CH:22]([O:24][CH2:25][C:26]2[CH:27]=[CH:28][C:29]3[O:34][CH2:33][CH2:32][N:31]([CH2:35][CH2:36][CH2:37][O:38][CH3:39])[C:30]=3[CH:40]=2)[CH:21]([C:41]2[CH:46]=[CH:45][C:44]([O:47][CH3:48])=[CH:43][CH:42]=2)[CH:20]([OH:49])[CH2:19]1)=[O:17])[C:9]1[CH:14]=[CH:13][CH:12]=[CH:11][CH:10]=1.C(N(CC)CC)C. Product: [CH2:8]([O:15][C:16]([N:18]1[CH2:23][CH:22]([O:24][CH2:25][C:26]2[CH:27]=[CH:28][C:29]3[O:34][CH2:33][CH2:32][N:31]([CH2:35][CH2:36][CH2:37][O:38][CH3:39])[C:30]=3[CH:40]=2)[CH:21]([C:41]2[CH:46]=[CH:45][C:44]([O:47][CH3:48])=[CH:43][CH:42]=2)[CH:20]([O:49][C:1](=[O:3])[CH3:2])[CH2:19]1)=[O:17])[C:9]1[CH:14]=[CH:13][CH:12]=[CH:11][CH:10]=1. (2) Reactant: C([O:8][C:9]1[CH:14]=[CH:13][C:12]([CH:15]=[CH:16][C:17]([O:19][CH2:20][CH3:21])=[O:18])=[CH:11][C:10]=1[CH:22]1[CH2:26][CH2:25][CH2:24][CH2:23]1)C1C=CC=CC=1. Product: [CH:22]1([C:10]2[CH:11]=[C:12]([CH2:15][CH2:16][C:17]([O:19][CH2:20][CH3:21])=[O:18])[CH:13]=[CH:14][C:9]=2[OH:8])[CH2:23][CH2:24][CH2:25][CH2:26]1. The catalyst class is: 29. (3) Reactant: [NH2:1][CH2:2][C@@H:3]1[CH2:7][CH2:6][N:5]([C:8]([O:10][C:11]([CH3:14])([CH3:13])[CH3:12])=[O:9])[CH2:4]1.C(N(CC)CC)C.Cl[C:23]([O:25][CH2:26][C:27]1[CH:32]=[CH:31][CH:30]=[CH:29][CH:28]=1)=[O:24]. Product: [C:11]([O:10][C:8]([N:5]1[CH2:6][CH2:7][C@@H:3]([CH2:2][NH:1][C:23](=[O:24])[O:25][CH2:26][C:27]2[CH:32]=[CH:31][CH:30]=[CH:29][CH:28]=2)[CH2:4]1)=[O:9])([CH3:14])([CH3:13])[CH3:12]. The catalyst class is: 2. (4) Reactant: [Fe:1](Cl)(Cl)Cl.N.[OH-].[Fe+3].[OH-].[OH-].[C:10]([CH2:13][C:14](=[O:16])[CH3:15])(=[O:12])[CH3:11]. Product: [CH3:15]/[C:14](/[O-:16])=[CH:13]/[C:10]([CH3:11])=[O:12].[CH3:15]/[C:14](/[O-:16])=[CH:13]/[C:10]([CH3:11])=[O:12].[CH3:15]/[C:14](/[O-:16])=[CH:13]/[C:10]([CH3:11])=[O:12].[Fe+3:1]. The catalyst class is: 6.